Binary Classification. Given a T-cell receptor sequence (or CDR3 region) and an epitope sequence, predict whether binding occurs between them. From a dataset of TCR-epitope binding with 47,182 pairs between 192 epitopes and 23,139 TCRs. (1) The epitope is NYSGVVTTVMF. The TCR CDR3 sequence is CSVVLAPVQEQFF. Result: 0 (the TCR does not bind to the epitope). (2) The epitope is VTIAEILLI. The TCR CDR3 sequence is CASSLGQDTYEQYF. Result: 0 (the TCR does not bind to the epitope).